This data is from Peptide-MHC class II binding affinity with 134,281 pairs from IEDB. The task is: Regression. Given a peptide amino acid sequence and an MHC pseudo amino acid sequence, predict their binding affinity value. This is MHC class II binding data. (1) The peptide sequence is DSVTPMILKAQKGGNL. The MHC is DRB3_0101 with pseudo-sequence DRB3_0101. The binding affinity (normalized) is 0.0236. (2) The MHC is H-2-IAb with pseudo-sequence H-2-IAb. The peptide sequence is VDQKQFKQDSKYSHG. The binding affinity (normalized) is 0. (3) The peptide sequence is AAATAGTTVYGDFAA. The MHC is HLA-DPA10103-DPB10601 with pseudo-sequence HLA-DPA10103-DPB10601. The binding affinity (normalized) is 0. (4) The peptide sequence is PGPNITATYGGKWLD. The MHC is DRB1_1302 with pseudo-sequence DRB1_1302. The binding affinity (normalized) is 0.0900. (5) The peptide sequence is VGAITTIEDPVLAKK. The MHC is DRB1_1501 with pseudo-sequence DRB1_1501. The binding affinity (normalized) is 0.416. (6) The peptide sequence is VPGNKKFVVNNLFFN. The MHC is HLA-DPA10201-DPB11401 with pseudo-sequence HLA-DPA10201-DPB11401. The binding affinity (normalized) is 0.291. (7) The peptide sequence is YDTYKCIPSLEAAVK. The MHC is HLA-DPA10201-DPB11401 with pseudo-sequence HLA-DPA10201-DPB11401. The binding affinity (normalized) is 0.323.